Dataset: Full USPTO retrosynthesis dataset with 1.9M reactions from patents (1976-2016). Task: Predict the reactants needed to synthesize the given product. (1) Given the product [S:1]([CH:5]([CH2:9][C:10]([OH:12])=[O:11])[C:6]([OH:8])=[O:7])([OH:4])(=[O:3])=[O:2].[CH:13]([OH:17])([OH:16])[CH2:14][CH3:15], predict the reactants needed to synthesize it. The reactants are: [S:1]([CH:5]([CH2:9][C:10]([O-:12])=[O:11])[C:6]([O-:8])=[O:7])([OH:4])(=[O:3])=[O:2].[CH:13]([OH:17])([OH:16])[CH2:14][CH3:15].C1(=O)OC(=O)C=C1.OS([O-])=O.[Na+].[OH-].[Na+]. (2) Given the product [CH:21]([O:24][C:25]1[CH:33]=[CH:32][C:28]([C:29]([N:16]2[CH2:15][CH2:14][C:13]3([NH:12][CH2:11][CH2:10][N:9]4[C:5]([C:4]([F:3])([F:19])[F:20])=[CH:6][CH:7]=[C:8]34)[CH2:18][CH2:17]2)=[O:30])=[CH:27][C:26]=1[O:34][CH3:35])([CH3:23])[CH3:22], predict the reactants needed to synthesize it. The reactants are: Cl.Cl.[F:3][C:4]([F:20])([F:19])[C:5]1[N:9]2[CH2:10][CH2:11][NH:12][C:13]3([CH2:18][CH2:17][NH:16][CH2:15][CH2:14]3)[C:8]2=[CH:7][CH:6]=1.[CH:21]([O:24][C:25]1[CH:33]=[CH:32][C:28]([C:29](O)=[O:30])=[CH:27][C:26]=1[O:34][CH3:35])([CH3:23])[CH3:22].ON1C2C=CC=CC=2N=N1.C(N=C=NCCCN(C)C)C.CN1CCOCC1. (3) Given the product [CH3:30][C:22]([N:31]1[CH:35]=[C:34]([NH:36][C:15](=[O:17])[CH:14]([NH:13][CH:7]2[CH2:6][CH2:5][C:4]3[C:9](=[C:10]([F:12])[CH:11]=[C:2]([F:1])[CH:3]=3)[CH2:8]2)[CH2:18][CH2:19][CH3:20])[N:33]=[CH:32]1)([CH3:21])[CH2:23][N:24]1[CH2:29][CH2:28][CH2:27][CH2:26][CH2:25]1, predict the reactants needed to synthesize it. The reactants are: [F:1][C:2]1[CH:3]=[C:4]2[C:9](=[C:10]([F:12])[CH:11]=1)[CH2:8][CH:7]([NH:13][CH:14]([CH2:18][CH2:19][CH3:20])[C:15]([OH:17])=O)[CH2:6][CH2:5]2.[CH3:21][C:22]([N:31]1[CH:35]=[C:34]([NH2:36])[N:33]=[CH:32]1)([CH3:30])[CH2:23][N:24]1[CH2:29][CH2:28][CH2:27][CH2:26][CH2:25]1. (4) The reactants are: [OH:1][C:2]1[CH:13]=[CH:12][C:5]([O:6][CH:7]([CH3:11])[C:8]([OH:10])=[O:9])=[CH:4][CH:3]=1.S1C=CC=[C:15]1Cl. Given the product [CH3:15][O:9][C:8](=[O:10])[CH:7]([O:6][C:5]1[CH:4]=[CH:3][C:2]([OH:1])=[CH:13][CH:12]=1)[CH3:11], predict the reactants needed to synthesize it. (5) Given the product [CH:1]([N:3]([C:4]1[CH:9]=[C:8]([CH3:10])[CH:7]=[CH:6][C:5]=1[CH2:11][CH2:12][CH:13]([CH3:15])[CH3:14])[C:17]1[S:18][CH:19]=[C:20]([C:22]([O:24][CH2:25][CH3:26])=[O:23])[N:21]=1)=[CH2:2], predict the reactants needed to synthesize it. The reactants are: [CH:1]([NH:3][C:4]1[CH:9]=[C:8]([CH3:10])[CH:7]=[CH:6][C:5]=1[CH2:11][CH2:12][CH:13]([CH3:15])[CH3:14])=[CH2:2].Br[C:17]1[S:18][CH:19]=[C:20]([C:22]([O:24][CH2:25][CH3:26])=[O:23])[N:21]=1.P([O-])([O-])([O-])=O.[K+].[K+].[K+]. (6) Given the product [CH3:19][N:18]1[C:14]([N:8]2[C:5]3=[N:6][CH:7]=[C:2]([CH3:1])[CH:3]=[C:4]3[CH:10]=[CH:9]2)=[C:15]([CH:21]=[O:22])[C:16]([CH3:20])=[N:17]1, predict the reactants needed to synthesize it. The reactants are: [CH3:1][C:2]1[CH:3]=[C:4]2[CH:10]=[CH:9][NH:8][C:5]2=[N:6][CH:7]=1.[H-].[Na+].Cl[C:14]1[N:18]([CH3:19])[N:17]=[C:16]([CH3:20])[C:15]=1[CH:21]=[O:22].O.